From a dataset of Experimentally validated miRNA-target interactions with 360,000+ pairs, plus equal number of negative samples. Binary Classification. Given a miRNA mature sequence and a target amino acid sequence, predict their likelihood of interaction. (1) The miRNA is hsa-miR-1200 with sequence CUCCUGAGCCAUUCUGAGCCUC. The protein sequence of the target gene is MDPALAAQMSEAVAEKMLQYRRDTAGWKICREGNGVSVSWRPSVEFPGNLYRGEGIVYGTLEEVWDCVKPAVGGLRVKWDENVTGFEIIQSITDTLCVSRTSTPSAAMKLISPRDFVDLVLVKRYEDGTISSNATHVEHPLCPPKPGFVRGFNHPCGCFCEPLPGEPTKTNLVTFFHTDLSGYLPQNVVDSFFPRSMTRFYANLQKAVKQFHE. Result: 1 (interaction). (2) The miRNA is hsa-miR-6721-5p with sequence UGGGCAGGGGCUUAUUGUAGGAG. The protein sequence of the target gene is MSPGSGVKSEYMKRYQEPRWEEYGPCYRELLHYRLGRRLLEQAHAPWLWDDWGPAGSSEDSASSESSGAGGPAPRCAPPSPPPPVEPATQEEAERRARGAPEEQDAEAGDAEAEDAEDAALPALPVKDVEDKPEQQTRTRETDKSPTSTEPRQQPSALFARGNRKAVKSPQRSSSKIKENKHPFALYGWGEKQTDTGSQKTHNVCASAPVHEIHESALRAKNRRQVEKRKLVAQRQRAHSVDVEKNRKMKASSSENPWMTEYMRCYSARA. Result: 1 (interaction).